The task is: Predict the reactants needed to synthesize the given product.. This data is from Full USPTO retrosynthesis dataset with 1.9M reactions from patents (1976-2016). (1) The reactants are: C(OC([N:8]1[CH2:13][CH2:12][CH:11]([C:14]2[C:23]3[C:18](=[CH:19][C:20]([N:24]4[CH2:29][CH2:28][NH:27][CH2:26][CH2:25]4)=[CH:21][CH:22]=3)[N:17]=[CH:16][N:15]=2)[CH2:10][CH2:9]1)=O)(C)(C)C.C([O:34][CH2:35][C:36](O)=[O:37])(C)(C)C.N=C=N. Given the product [OH:37][CH2:36][C:35]([N:27]1[CH2:28][CH2:29][N:24]([C:20]2[CH:19]=[C:18]3[C:23]([C:14]([CH:11]4[CH2:10][CH2:9][NH:8][CH2:13][CH2:12]4)=[N:15][CH:16]=[N:17]3)=[CH:22][CH:21]=2)[CH2:25][CH2:26]1)=[O:34], predict the reactants needed to synthesize it. (2) The reactants are: C1(=O)[O:5][CH2:4][CH2:3]O1.[Cl:7][C:8]1[CH:13]=[C:12]([Cl:14])[CH:11]=[CH:10][C:9]=1[C:15]1[C:23]2[C:19](=[C:20]([C:25]([C:27]3[NH:28][CH:29]=[CH:30][N:31]=3)=[O:26])[N:21]([CH3:24])[N:22]=2)[CH:18]=[CH:17][CH:16]=1. Given the product [Cl:7][C:8]1[CH:13]=[C:12]([Cl:14])[CH:11]=[CH:10][C:9]=1[C:15]1[C:23]2[C:19](=[C:20]([C:25]([C:27]3[N:31]([CH2:3][CH2:4][OH:5])[CH:30]=[CH:29][N:28]=3)=[O:26])[N:21]([CH3:24])[N:22]=2)[CH:18]=[CH:17][CH:16]=1, predict the reactants needed to synthesize it. (3) Given the product [Br:24][C:25]1[N:26]=[C:27]([CH2:31][N:9]2[C:10]3[C:15](=[CH:14][C:13]([F:18])=[C:12]([F:19])[CH:11]=3)[C:16](=[O:17])[C:7]([C:5](=[O:6])[C:4]3[CH:20]=[CH:21][C:22]([CH3:23])=[C:2]([CH3:1])[CH:3]=3)=[CH:8]2)[CH:28]=[CH:29][CH:30]=1, predict the reactants needed to synthesize it. The reactants are: [CH3:1][C:2]1[CH:3]=[C:4]([CH:20]=[CH:21][C:22]=1[CH3:23])[C:5]([C:7]1[C:16](=[O:17])[C:15]2[C:10](=[CH:11][C:12]([F:19])=[C:13]([F:18])[CH:14]=2)[NH:9][CH:8]=1)=[O:6].[Br:24][C:25]1[CH:30]=[CH:29][CH:28]=[C:27]([CH2:31]Br)[N:26]=1.C1(C)C=CC=CC=1.C[Si]([N-][Si](C)(C)C)(C)C.[K+]. (4) Given the product [Cl:1][C:2]1[C:7](=[O:8])[N:6]([CH:9]([CH2:13][CH:14]2[CH2:15][CH2:16][CH2:17][CH2:18][CH2:19]2)[C:10]([NH:27][C:28]2[CH:32]=[CH:31][N:30]([CH2:33][C:34]([OH:36])([CH3:35])[CH3:37])[N:29]=2)=[O:12])[N:5]=[CH:4][C:3]=1[O:20][C:21]1[CH:22]=[CH:23][CH:24]=[CH:25][CH:26]=1, predict the reactants needed to synthesize it. The reactants are: [Cl:1][C:2]1[C:7](=[O:8])[N:6]([CH:9]([CH2:13][CH:14]2[CH2:19][CH2:18][CH2:17][CH2:16][CH2:15]2)[C:10]([OH:12])=O)[N:5]=[CH:4][C:3]=1[O:20][C:21]1[CH:26]=[CH:25][CH:24]=[CH:23][CH:22]=1.[NH2:27][C:28]1[CH:32]=[CH:31][N:30]([CH2:33][C:34]([CH3:37])([OH:36])[CH3:35])[N:29]=1. (5) Given the product [CH3:9][C:6]1[CH:7]=[CH:8][C:3]([CH:2]=[O:1])=[C:4]([NH:10][C:11]2[CH:16]=[CH:15][CH:14]=[C:13]([N+:17]([O-:19])=[O:18])[CH:12]=2)[N:5]=1, predict the reactants needed to synthesize it. The reactants are: [OH:1][CH2:2][C:3]1[C:4]([NH:10][C:11]2[CH:16]=[CH:15][CH:14]=[C:13]([N+:17]([O-:19])=[O:18])[CH:12]=2)=[N:5][C:6]([CH3:9])=[CH:7][CH:8]=1. (6) Given the product [Br:1][C:2]1[N:3]=[C:4]([NH:11][C:12]2[CH:17]=[CH:16][C:15]([N:18]3[CH2:19][CH2:20][N:21]([CH3:27])[CH2:22][CH2:23]3)=[CH:14][N:13]=2)[C:5]2[N:6]([CH:8]=[CH:9][N:10]=2)[CH:7]=1, predict the reactants needed to synthesize it. The reactants are: [Br:1][C:2]1[N:3]=[C:4]([NH:11][C:12]2[CH:17]=[CH:16][C:15]([N:18]3[CH2:23][CH2:22][NH:21][CH2:20][CH2:19]3)=[CH:14][N:13]=2)[C:5]2[N:6]([CH:8]=[CH:9][N:10]=2)[CH:7]=1.C=O.[BH3-][C:27]#N.[Na+]. (7) Given the product [CH:15]1([NH:14][C:4]2[N:3]=[C:2]([NH:28][C:27]3[CH:26]=[CH:25][C:24]([N:21]4[CH2:22][CH2:23][O:18][CH2:19][CH2:20]4)=[CH:30][CH:29]=3)[N:7]=[C:6]3[NH:8][N:9]=[C:10]([S:11]([CH3:13])=[O:12])[C:5]=23)[CH2:17][CH2:16]1, predict the reactants needed to synthesize it. The reactants are: Cl[C:2]1[N:7]=[C:6]2[NH:8][N:9]=[C:10]([S:11]([CH3:13])=[O:12])[C:5]2=[C:4]([NH:14][CH:15]2[CH2:17][CH2:16]2)[N:3]=1.[O:18]1[CH2:23][CH2:22][N:21]([C:24]2[CH:30]=[CH:29][C:27]([NH2:28])=[CH:26][CH:25]=2)[CH2:20][CH2:19]1. (8) Given the product [CH3:16][N:15]1[CH:13]2[CH2:12][CH2:11][CH:10]1[CH2:9][N:8]([C:5]1[N:6]=[N:7][C:2]([C:18]#[C:17][C:19]3[CH:24]=[CH:23][C:22]([NH:25][C:26](=[O:28])[CH3:27])=[CH:21][CH:20]=3)=[CH:3][CH:4]=1)[CH2:14]2, predict the reactants needed to synthesize it. The reactants are: Br[C:2]1[N:7]=[N:6][C:5]([N:8]2[CH2:14][CH:13]3[N:15]([CH3:16])[CH:10]([CH2:11][CH2:12]3)[CH2:9]2)=[CH:4][CH:3]=1.[C:17]([C:19]1[CH:24]=[CH:23][C:22]([NH:25][C:26](=[O:28])[CH3:27])=[CH:21][CH:20]=1)#[CH:18]. (9) The reactants are: [NH2:1][C:2]1[CH:6]=[C:5]([C:7]2[CH:12]=[CH:11][C:10]([O:13][C:14]([F:17])([F:16])[F:15])=[CH:9][CH:8]=2)[S:4][C:3]=1[C:18]([OH:20])=[O:19].[Cl:21][C:22]1[CH:27]=[CH:26][CH:25]=[C:24]([Cl:28])[C:23]=1[N:29]=[C:30]=[O:31].C(N(CC)CC)C.O. Given the product [Cl:21][C:22]1[CH:27]=[CH:26][CH:25]=[C:24]([Cl:28])[C:23]=1[NH:29][C:30]([NH:1][C:2]1[CH:6]=[C:5]([C:7]2[CH:8]=[CH:9][C:10]([O:13][C:14]([F:17])([F:15])[F:16])=[CH:11][CH:12]=2)[S:4][C:3]=1[C:18]([OH:20])=[O:19])=[O:31], predict the reactants needed to synthesize it.